From a dataset of Reaction yield outcomes from USPTO patents with 853,638 reactions. Predict the reaction yield, written as a fraction of the theoretical maximum amount of product (1.0 means a 100% yield; for example, 0.34 means a 34% yield). The reactants are [F:1][C:2]1[CH:30]=[C:29]([N+:31]([O-])=O)[CH:28]=[CH:27][C:3]=1[O:4][C:5]1[CH:10]=[CH:9][N:8]=[C:7]2[CH:11]=[C:12]([C:14]([NH:16][CH2:17][CH2:18][NH:19][C:20](=[O:26])[O:21][C:22]([CH3:25])([CH3:24])[CH3:23])=[O:15])[S:13][C:6]=12.[BH4-].[Na+].Cl. The catalyst is CO.C1COCC1.Cl[Ni]Cl. The product is [NH2:31][C:29]1[CH:28]=[CH:27][C:3]([O:4][C:5]2[CH:10]=[CH:9][N:8]=[C:7]3[CH:11]=[C:12]([C:14]([NH:16][CH2:17][CH2:18][NH:19][C:20](=[O:26])[O:21][C:22]([CH3:25])([CH3:24])[CH3:23])=[O:15])[S:13][C:6]=23)=[C:2]([F:1])[CH:30]=1. The yield is 1.00.